From a dataset of Forward reaction prediction with 1.9M reactions from USPTO patents (1976-2016). Predict the product of the given reaction. (1) Given the reactants [Cl:1][C:2]1[CH:3]=[C:4]2[C:8](=[CH:9][CH:10]=1)[NH:7][C:6]([C:11]([OH:13])=O)=[CH:5]2.[NH2:14][CH2:15][CH:16]([C:18]1[CH:19]=[N:20][CH:21]=[CH:22][CH:23]=1)[OH:17].C1C=CC2N(O)N=NC=2C=1.CCN(C(C)C)C(C)C.CCN=C=NCCCN(C)C, predict the reaction product. The product is: [OH:17][CH:16]([C:18]1[CH:19]=[N:20][CH:21]=[CH:22][CH:23]=1)[CH2:15][NH:14][C:11]([C:6]1[NH:7][C:8]2[C:4]([CH:5]=1)=[CH:3][C:2]([Cl:1])=[CH:10][CH:9]=2)=[O:13]. (2) Given the reactants C([O:4][C:5]1([C:8]2[CH:13]=[CH:12][CH:11]=[C:10]([CH2:14][N:15]3[C:19]([CH3:20])=[CH:18][C:17](/[C:21](/[F:33])=[CH:22]/[C:23]4[CH:28]=[CH:27][C:26]([C:29]([CH3:32])([CH3:31])[CH3:30])=[CH:25][CH:24]=4)=[N:16]3)[CH:9]=2)[CH2:7][CH2:6]1)(=O)C.C[Mg]Br, predict the reaction product. The product is: [C:29]([C:26]1[CH:27]=[CH:28][C:23](/[CH:22]=[C:21](/[C:17]2[CH:18]=[C:19]([CH3:20])[N:15]([CH2:14][C:10]3[CH:9]=[C:8]([C:5]4([OH:4])[CH2:6][CH2:7]4)[CH:13]=[CH:12][CH:11]=3)[N:16]=2)\[F:33])=[CH:24][CH:25]=1)([CH3:32])([CH3:30])[CH3:31]. (3) Given the reactants [NH2:1][C:2]1[CH:3]=[CH:4][CH:5]=[C:6]2[C:11]=1[N:10]=[CH:9][CH:8]=[CH:7]2.[N:12]1[CH:17]=[CH:16][CH:15]=[CH:14][C:13]=1[S:18](Cl)(=[O:20])=[O:19], predict the reaction product. The product is: [N:10]1[C:11]2[C:6](=[CH:5][CH:4]=[CH:3][C:2]=2[NH:1][S:18]([C:13]2[CH:14]=[CH:15][CH:16]=[CH:17][N:12]=2)(=[O:20])=[O:19])[CH:7]=[CH:8][CH:9]=1. (4) Given the reactants [C:1]([O:20][CH2:21][C@H:22]1[O:34][C@@H:25]([S:26][C:27]2[CH:32]=[CH:31][C:30]([CH3:33])=[CH:29][CH:28]=2)[C@H:24]([OH:35])[C@H:23]1[OH:36])([C:14]1[CH:19]=[CH:18][CH:17]=[CH:16][CH:15]=1)([C:8]1[CH:13]=[CH:12][CH:11]=[CH:10][CH:9]=1)[C:2]1[CH:7]=[CH:6][CH:5]=[CH:4][CH:3]=1.[H-].[Na+].[CH2:39](Br)[C:40]1[CH:45]=[CH:44][CH:43]=[CH:42][CH:41]=1, predict the reaction product. The product is: [CH2:39]([O:35][C@@H:24]1[C@@H:23]([O:36][CH2:1][C:2]2[CH:7]=[CH:6][CH:5]=[CH:4][CH:3]=2)[C@@H:22]([CH2:21][O:20][C:1]([C:8]2[CH:9]=[CH:10][CH:11]=[CH:12][CH:13]=2)([C:2]2[CH:7]=[CH:6][CH:5]=[CH:4][CH:3]=2)[C:14]2[CH:19]=[CH:18][CH:17]=[CH:16][CH:15]=2)[O:34][C@H:25]1[S:26][C:27]1[CH:32]=[CH:31][C:30]([CH3:33])=[CH:29][CH:28]=1)[C:40]1[CH:45]=[CH:44][CH:43]=[CH:42][CH:41]=1. (5) Given the reactants [N:1]12[CH2:8][CH2:7][CH:4]([CH2:5][CH2:6]1)[CH:3]([O:9][C:10](=[O:23])[NH:11][C:12]([C:15]1[CH:20]=[CH:19][C:18]([F:21])=[C:17](Br)[CH:16]=1)([CH3:14])[CH3:13])[CH2:2]2.[N:24]1[CH:29]=[CH:28][CH:27]=[C:26](B(O)O)[CH:25]=1, predict the reaction product. The product is: [F:21][C:18]1[CH:19]=[CH:20][C:15]([C:12]([NH:11][C:10](=[O:23])[O:9][CH:3]2[CH:4]3[CH2:7][CH2:8][N:1]([CH2:6][CH2:5]3)[CH2:2]2)([CH3:14])[CH3:13])=[CH:16][C:17]=1[C:26]1[CH:25]=[N:24][CH:29]=[CH:28][CH:27]=1. (6) Given the reactants [C:1]([NH2:9])(=[O:8])[C:2]1[CH:7]=[CH:6][CH:5]=[N:4][CH:3]=1.[N+:10]([C:13]1[CH:18]=[C:17]([N+:19]([O-:21])=[O:20])[CH:16]=[CH:15][C:14]=1[Cl:22])([O-:12])=[O:11].CCOCC, predict the reaction product. The product is: [Cl-:22].[C:1]([C:2]1[CH:3]=[N+:4]([C:14]2[CH:15]=[CH:16][C:17]([N+:19]([O-:21])=[O:20])=[CH:18][C:13]=2[N+:10]([O-:12])=[O:11])[CH:5]=[CH:6][CH:7]=1)(=[O:8])[NH2:9]. (7) The product is: [F:27][C:24]1[CH:25]=[CH:26][C:21]([CH:12]2[CH2:13][C:14]([O:19][CH3:20])([O:17][CH3:18])[CH2:15][CH2:16][NH:11]2)=[C:22]([CH3:28])[CH:23]=1. Given the reactants C(OC([N:11]1[CH2:16][CH2:15][C:14]([O:19][CH3:20])([O:17][CH3:18])[CH2:13][CH:12]1[C:21]1[CH:26]=[CH:25][C:24]([F:27])=[CH:23][C:22]=1[CH3:28])=O)C1C=CC=CC=1, predict the reaction product.